Dataset: Reaction yield outcomes from USPTO patents with 853,638 reactions. Task: Predict the reaction yield, written as a fraction of the theoretical maximum amount of product (1.0 means a 100% yield; for example, 0.34 means a 34% yield). (1) The reactants are CCCC[N+](CCCC)(CCCC)CCCC.[F-].[C:19]([O:23][C:24](=[O:50])[N:25]([C:38]1[CH:43]=[CH:42][C:41]([N:44]2[CH2:49][CH2:48][O:47][CH2:46][CH2:45]2)=[CH:40][CH:39]=1)[C:26]#[C:27][Si](C(C)C)(C(C)C)C(C)C)([CH3:22])([CH3:21])[CH3:20].O. The yield is 0.800. The catalyst is C1COCC1. The product is [C:19]([O:23][C:24](=[O:50])[N:25]([C:26]#[CH:27])[C:38]1[CH:39]=[CH:40][C:41]([N:44]2[CH2:45][CH2:46][O:47][CH2:48][CH2:49]2)=[CH:42][CH:43]=1)([CH3:22])([CH3:21])[CH3:20]. (2) The reactants are F[C:2]1[CH:10]=[CH:9][C:8]([S:11]([CH3:14])(=[O:13])=[O:12])=[CH:7][C:3]=1[C:4]([OH:6])=[O:5].C(=O)([O-])[O-].[Cs+].[Cs+].[CH3:21][CH:22]([CH3:25])[CH2:23][SH:24].Cl. The catalyst is CN(C)C=O. The product is [CH2:23]([S:24][C:2]1[CH:10]=[CH:9][C:8]([S:11]([CH3:14])(=[O:13])=[O:12])=[CH:7][C:3]=1[C:4]([OH:6])=[O:5])[CH:22]([CH3:25])[CH3:21]. The yield is 0.990. (3) The reactants are C[O:2][C:3]([C:5]1[CH:10]=[CH:9][C:8]([C:11]2[CH:16]=[CH:15][C:14]([Cl:17])=[CH:13][CH:12]=2)=[CH:7][C:6]=1[O:18][CH3:19])=[O:4].O.[Li+].[OH-]. The catalyst is C1COCC1. The product is [Cl:17][C:14]1[CH:13]=[CH:12][C:11]([C:8]2[CH:9]=[CH:10][C:5]([C:3]([OH:4])=[O:2])=[C:6]([O:18][CH3:19])[CH:7]=2)=[CH:16][CH:15]=1. The yield is 0.910. (4) The reactants are [O:1]1[C:5]2[CH:6]=[CH:7][C:8]([C:10]3([C:13]([NH:15][C:16]4[CH:17]=[C:18]5[C:22](=[CH:23][CH:24]=4)[NH:21][C:20]([C:25]([O:27]CC)=[O:26])=[CH:19]5)=[O:14])[CH2:12][CH2:11]3)=[CH:9][C:4]=2[O:3][CH2:2]1.[Li+].[OH-].Cl. The catalyst is O.O1CCOCC1. The product is [O:1]1[C:5]2[CH:6]=[CH:7][C:8]([C:10]3([C:13]([NH:15][C:16]4[CH:17]=[C:18]5[C:22](=[CH:23][CH:24]=4)[NH:21][C:20]([C:25]([OH:27])=[O:26])=[CH:19]5)=[O:14])[CH2:12][CH2:11]3)=[CH:9][C:4]=2[O:3][CH2:2]1. The yield is 0.830. (5) The reactants are [OH-].[Na+:2].[Br:3][C:4]1[N:5]([C:14]2[C:23]3[C:18](=[CH:19][CH:20]=[CH:21][CH:22]=3)[C:17]([CH:24]3[CH2:26][CH2:25]3)=[CH:16][CH:15]=2)[C:6]([S:9][CH2:10][C:11]([OH:13])=[O:12])=[N:7][N:8]=1. The catalyst is C(O)C. The product is [Br:3][C:4]1[N:5]([C:14]2[C:23]3[C:18](=[CH:19][CH:20]=[CH:21][CH:22]=3)[C:17]([CH:24]3[CH2:26][CH2:25]3)=[CH:16][CH:15]=2)[C:6]([S:9][CH2:10][C:11]([O-:13])=[O:12])=[N:7][N:8]=1.[Na+:2]. The yield is 1.00. (6) The reactants are [F:1][C:2]1[C:11]([C:12](=[CH2:17])[C:13]([O:15][CH3:16])=[O:14])=[C:10]2[C:5]([CH:6]=[CH:7][C:8]([O:18][CH3:19])=[N:9]2)=[CH:4][CH:3]=1.[O:20]1[C:24]2([CH2:29][CH2:28][NH:27][CH2:26][CH2:25]2)[O:23][CH2:22][CH2:21]1.CN(C)C(N(C)C)=N. The catalyst is CN(C)C=O. The product is [O:20]1[C:24]2([CH2:29][CH2:28][N:27]([CH2:17][CH:12]([C:11]3[C:2]([F:1])=[CH:3][CH:4]=[C:5]4[C:10]=3[N:9]=[C:8]([O:18][CH3:19])[CH:7]=[CH:6]4)[C:13]([O:15][CH3:16])=[O:14])[CH2:26][CH2:25]2)[O:23][CH2:22][CH2:21]1. The yield is 0.710. (7) The reactants are [CH:1]1([B-](F)(F)F)[CH2:3][CH2:2]1.[K+].C(=O)([O-])[O-].[Cs+].[Cs+].[CH3:15][O:16][C:17]([C:19]1[CH:24]=[CH:23][C:22](Br)=[C:21]([Cl:26])[N:20]=1)=[O:18]. The catalyst is C1(C)C=CC=CC=1.O.C([O-])(=O)C.[Pd+2].C([O-])(=O)C.C(PC12CC3CC(CC(C3)C1)C2)CCC. The product is [CH3:15][O:16][C:17]([C:19]1[CH:24]=[CH:23][C:22]([CH:1]2[CH2:3][CH2:2]2)=[C:21]([Cl:26])[N:20]=1)=[O:18]. The yield is 0.590. (8) The reactants are O=C1C2C(=CC=CC=2)C(=O)[N:3]1[C@H:12]([CH3:28])[CH2:13][N:14]1[CH:18]=[CH:17][C:16]([C:19]2[CH:26]=[CH:25][C:22]([C:23]#[N:24])=[C:21]([CH3:27])[CH:20]=2)=[N:15]1.O.NN. No catalyst specified. The product is [NH2:3][C@H:12]([CH3:28])[CH2:13][N:14]1[CH:18]=[CH:17][C:16]([C:19]2[CH:26]=[CH:25][C:22]([C:23]#[N:24])=[C:21]([CH3:27])[CH:20]=2)=[N:15]1. The yield is 0.170. (9) The reactants are [CH3:1][O:2][C:3](=[O:14])[C:4]1[C:5](=[CH:7][CH:8]=[C:9]([C:11](=[O:13])[CH3:12])[CH:10]=1)[OH:6].[C:15](=O)([O-])[O-].[Na+].[Na+].CI.Cl. The catalyst is O.CN(C)C=O. The product is [CH3:1][O:2][C:3](=[O:14])[C:4]1[CH:10]=[C:9]([C:11](=[O:13])[CH3:12])[CH:8]=[CH:7][C:5]=1[O:6][CH3:15]. The yield is 0.965.